Dataset: Full USPTO retrosynthesis dataset with 1.9M reactions from patents (1976-2016). Task: Predict the reactants needed to synthesize the given product. (1) Given the product [Br:33][C:34]1[CH:35]=[CH:36][C:37]([F:42])=[C:38]([C:39]([C:21]2[CH:20]=[C:19]([O:27][CH2:28][C:29]([CH3:32])([CH3:31])[CH3:30])[N:18]=[C:17]([F:16])[C:22]=2[O:23][CH2:24][O:25][CH3:26])=[O:40])[CH:41]=1, predict the reactants needed to synthesize it. The reactants are: C([Li])CCC.CC1(C)CCCC(C)(C)N1.[F:16][C:17]1[C:22]([O:23][CH2:24][O:25][CH3:26])=[CH:21][CH:20]=[C:19]([O:27][CH2:28][C:29]([CH3:32])([CH3:31])[CH3:30])[N:18]=1.[Br:33][C:34]1[CH:35]=[CH:36][C:37]([F:42])=[C:38]([CH:41]=1)[CH:39]=[O:40].[NH4+].[Cl-].C[N+]1([O-])CCOCC1. (2) Given the product [Br:28][C:29]1[CH:34]=[C:33]([O:9][C:4]2[CH:5]=[CH:6][CH:7]=[CH:8][C:3]=2[O:2][CH3:1])[C:32]([N+:36]([O-:38])=[O:37])=[CH:31][C:30]=1[F:39], predict the reactants needed to synthesize it. The reactants are: [CH3:1][O:2][C:3]1[CH:8]=[CH:7][CH:6]=[CH:5][C:4]=1[OH:9].C1OCCOCCOCCOCCOCCOC1.[Br:28][C:29]1[CH:34]=[C:33](F)[C:32]([N+:36]([O-:38])=[O:37])=[CH:31][C:30]=1[F:39].C(Cl)(Cl)Cl.